This data is from Catalyst prediction with 721,799 reactions and 888 catalyst types from USPTO. The task is: Predict which catalyst facilitates the given reaction. (1) Reactant: [Cl:1][C:2]1[CH:7]=[CH:6][C:5]([CH2:8][CH2:9][CH2:10][NH:11][C:12]2[CH:17]=[C:16]([CH3:18])[C:15]([CH3:19])=[CH:14][C:13]=2[N+:20]([O-])=O)=[CH:4][CH:3]=1. Product: [Cl:1][C:2]1[CH:7]=[CH:6][C:5]([CH2:8][CH2:9][CH2:10][NH:11][C:12]2[C:13]([NH2:20])=[CH:14][C:15]([CH3:19])=[C:16]([CH3:18])[CH:17]=2)=[CH:4][CH:3]=1. The catalyst class is: 319. (2) Reactant: [CH3:1][S:2](Cl)(=[O:4])=[O:3].Cl.[F:7][C:8]1[CH:9]=[N:10][C:11]([C:14]2[CH:28]=[CH:27][C:17]([O:18][CH2:19][C@H:20]3[CH2:25][CH2:24][O:23][CH2:22][C@@H:21]3[NH2:26])=[CH:16][CH:15]=2)=[N:12][CH:13]=1.C(N(CC)CC)C. Product: [F:7][C:8]1[CH:9]=[N:10][C:11]([C:14]2[CH:15]=[CH:16][C:17]([O:18][CH2:19][C@H:20]3[CH2:25][CH2:24][O:23][CH2:22][C@@H:21]3[NH:26][S:2]([CH3:1])(=[O:4])=[O:3])=[CH:27][CH:28]=2)=[N:12][CH:13]=1. The catalyst class is: 1. (3) Reactant: OS(O)(=O)=O.[Cl:6][C:7]1[CH:12]=[CH:11][C:10]([C:13]([CH3:28])([CH3:27])[C:14]([CH:16]([C:22]([O:24][CH2:25][CH3:26])=[O:23])[C:17](OCC)=[O:18])=[O:15])=[CH:9][CH:8]=1.O. Product: [Cl:6][C:7]1[CH:12]=[C:11]2[C:10](=[CH:9][CH:8]=1)[C:13]([CH3:27])([CH3:28])[C:14](=[O:15])[C:16]([C:22]([O:24][CH2:25][CH3:26])=[O:23])=[C:17]2[OH:18]. The catalyst class is: 194. (4) Reactant: [O:1]1[CH2:3][C@H:2]1[C:4]1[CH:5]=[CH:6][C:7]([C:10]([F:13])([F:12])[F:11])=[N:8][CH:9]=1.Cl([O-])(=O)(=O)=O.[Li+].[N-:20]=[N+:21]=[N-:22].[Na+]. Product: [N:20]([C@@H:2]([C:4]1[CH:9]=[N:8][C:7]([C:10]([F:13])([F:12])[F:11])=[CH:6][CH:5]=1)[CH2:3][OH:1])=[N+:21]=[N-:22]. The catalyst class is: 10. (5) Reactant: C([O:5][C:6](=[O:28])[CH2:7][O:8][N:9]([CH2:20][C:21]1[CH:26]=[CH:25][C:24]([F:27])=[CH:23][CH:22]=1)[C:10]([C:12]1[CH2:13][N:14]([CH3:19])[C:15](=[O:18])[C:16]=1[OH:17])=[O:11])(C)(C)C.FC(F)(F)C(O)=O. Product: [F:27][C:24]1[CH:23]=[CH:22][C:21]([CH2:20][N:9]([C:10]([C:12]2[CH2:13][N:14]([CH3:19])[C:15](=[O:18])[C:16]=2[OH:17])=[O:11])[O:8][CH2:7][C:6]([OH:28])=[O:5])=[CH:26][CH:25]=1. The catalyst class is: 4. (6) The catalyst class is: 10. Product: [CH2:27]([O:26][C:24](=[O:25])[C:18]([NH:17][C:14](=[O:16])[CH3:15])([CH2:3][C:4]1[C:8]2[CH:9]=[N:10][CH:11]=[CH:12][C:7]=2[NH:6][CH:5]=1)[C:19]([O:21][CH2:22][CH3:23])=[O:20])[CH3:28]. Reactant: CN(C)[CH2:3][C:4]1[C:8]2[CH:9]=[N:10][CH:11]=[CH:12][C:7]=2[NH:6][CH:5]=1.[C:14]([NH:17][CH:18]([C:24]([O:26][CH2:27][CH3:28])=[O:25])[C:19]([O:21][CH2:22][CH3:23])=[O:20])(=[O:16])[CH3:15].C(P(CCCC)CCCC)CCC.O. (7) Reactant: [N:1]1[N:2]([C:6]2[CH:31]=[CH:30][CH:29]=[CH:28][C:7]=2[CH2:8][N:9]2[CH2:14][CH2:13][CH2:12][C:11]3([CH2:19][CH2:18][N:17](C(OC(C)(C)C)=O)[CH2:16][CH2:15]3)[C:10]2=[O:27])[N:3]=[CH:4][CH:5]=1.C(O)(C(F)(F)F)=O. Product: [N:1]1[N:2]([C:6]2[CH:31]=[CH:30][CH:29]=[CH:28][C:7]=2[CH2:8][N:9]2[CH2:14][CH2:13][CH2:12][C:11]3([CH2:15][CH2:16][NH:17][CH2:18][CH2:19]3)[C:10]2=[O:27])[N:3]=[CH:4][CH:5]=1. The catalyst class is: 4. (8) Reactant: [O:1]1[C:5]2[CH:6]=[CH:7][C:8]([C@H:10]([NH:15][C:16](=[O:38])[NH:17][C@H:18]([CH2:34][CH2:35][CH2:36][CH3:37])[C:19]([N:21]([CH2:28][C:29]3[S:30][CH:31]=[CH:32][CH:33]=3)[CH2:22][C:23]3[S:24][CH:25]=[CH:26][CH:27]=3)=[O:20])[CH2:11][C:12]([OH:14])=[O:13])=[CH:9][C:4]=2[O:3][CH2:2]1.[OH-].[Na+:40]. Product: [O:1]1[C:5]2[CH:6]=[CH:7][C:8]([C@H:10]([NH:15][C:16](=[O:38])[NH:17][C@H:18]([CH2:34][CH2:35][CH2:36][CH3:37])[C:19]([N:21]([CH2:22][C:23]3[S:24][CH:25]=[CH:26][CH:27]=3)[CH2:28][C:29]3[S:30][CH:31]=[CH:32][CH:33]=3)=[O:20])[CH2:11][C:12]([O-:14])=[O:13])=[CH:9][C:4]=2[O:3][CH2:2]1.[Na+:40]. The catalyst class is: 10. (9) Reactant: [CH2:1]([O:8][C:9]([N:11]1[CH2:15][C:14](=[O:16])[N:13]=[C:12]1[NH2:17])=[O:10])[C:2]1[CH:7]=[CH:6][CH:5]=[CH:4][CH:3]=1.[CH3:18][C:19]1[CH:26]=[C:25]([CH3:27])[CH:24]=[CH:23][C:20]=1[CH2:21]Br.C([O-])([O-])=O.[K+].[K+]. Product: [CH2:1]([O:8][C:9]([N:11]1[CH2:15][C:14](=[O:16])[N:13]=[C:12]1[NH:17][CH2:21][C:20]1[CH:23]=[CH:24][C:25]([CH3:27])=[CH:26][C:19]=1[CH3:18])=[O:10])[C:2]1[CH:7]=[CH:6][CH:5]=[CH:4][CH:3]=1. The catalyst class is: 10. (10) Reactant: C([N:8]([CH2:22][C:23]([C:26]1[CH:31]=[C:30]([F:32])[CH:29]=[C:28]([F:33])[CH:27]=1)=[N:24]O)[C@H:9]([CH2:14][CH:15]1[CH2:21][CH2:20][CH2:19][CH2:18][CH2:17][CH2:16]1)[C:10](OC)=[O:11])C1C=CC=CC=1.C(N(CC(C1C=C(F)C=C(F)C=1)=NO)[C@@H](CC1CCCCCC1)C(OC)=O)C1C=CC=CC=1.[H][H]. Product: [CH:15]1([CH2:14][C@H:9]2[NH:8][CH2:22][CH:23]([C:26]3[CH:31]=[C:30]([F:32])[CH:29]=[C:28]([F:33])[CH:27]=3)[NH:24][C:10]2=[O:11])[CH2:21][CH2:20][CH2:19][CH2:18][CH2:17][CH2:16]1. The catalyst class is: 43.